Dataset: Peptide-MHC class I binding affinity with 185,985 pairs from IEDB/IMGT. Task: Regression. Given a peptide amino acid sequence and an MHC pseudo amino acid sequence, predict their binding affinity value. This is MHC class I binding data. (1) The peptide sequence is VAMLLTHGA. The MHC is HLA-A02:03 with pseudo-sequence HLA-A02:03. The binding affinity (normalized) is 0.405. (2) The peptide sequence is YTVKYPNQ. The binding affinity (normalized) is 0.0209. The MHC is H-2-Kb with pseudo-sequence H-2-Kb. (3) The peptide sequence is RLNNPVILSK. The MHC is HLA-A31:01 with pseudo-sequence HLA-A31:01. The binding affinity (normalized) is 0.321. (4) The peptide sequence is IIYYQLAGY. The MHC is BoLA-T2a with pseudo-sequence BoLA-T2a. The binding affinity (normalized) is 0.358. (5) The peptide sequence is IAHVRDVVM. The MHC is HLA-B27:05 with pseudo-sequence HLA-B27:05. The binding affinity (normalized) is 0.0847.